From a dataset of Forward reaction prediction with 1.9M reactions from USPTO patents (1976-2016). Predict the product of the given reaction. (1) Given the reactants I[C:2]1[CH:3]=[CH:4][C:5]([N:8]2[CH:12]=[CH:11][C:10]([CH:13]([C:15]3[CH:32]=[CH:31][C:18]4[N:19]([CH2:23][O:24][CH2:25][CH2:26][Si:27]([CH3:30])([CH3:29])[CH3:28])[C:20](=[O:22])[S:21][C:17]=4[CH:16]=3)[CH3:14])=[N:9]2)=[N:6][CH:7]=1.[SH:33][CH:34]([CH3:40])[C:35]([O:37][CH2:38][CH3:39])=[O:36], predict the reaction product. The product is: [O:22]=[C:20]1[N:19]([CH2:23][O:24][CH2:25][CH2:26][Si:27]([CH3:30])([CH3:29])[CH3:28])[C:18]2[CH:31]=[CH:32][C:15]([CH:13]([C:10]3[CH:11]=[CH:12][N:8]([C:5]4[N:6]=[CH:7][C:2]([S:33][CH:34]([CH3:40])[C:35]([O:37][CH2:38][CH3:39])=[O:36])=[CH:3][CH:4]=4)[N:9]=3)[CH3:14])=[CH:16][C:17]=2[S:21]1. (2) The product is: [F:1][C:2]1[CH:3]=[C:4]([C:8]2([CH2:26][CH2:27][N:28]3[C@H:33]4[CH2:34][CH2:35][C@@H:29]3[CH2:30][CH:31]([N:36]3[C:40]5[CH:41]=[CH:42][CH:43]=[CH:44][C:39]=5[N:38]=[C:37]3[CH3:45])[CH2:32]4)[CH2:13][CH2:12][N:11]([CH:14]([CH3:25])[C:15]([OH:17])=[O:16])[CH2:10][CH2:9]2)[CH:5]=[CH:6][CH:7]=1. Given the reactants [F:1][C:2]1[CH:3]=[C:4]([C:8]2([CH2:26][CH2:27][N:28]3[C@H:33]4[CH2:34][CH2:35][C@@H:29]3[CH2:30][CH:31]([N:36]3[C:40]5[CH:41]=[CH:42][CH:43]=[CH:44][C:39]=5[N:38]=[C:37]3[CH3:45])[CH2:32]4)[CH2:13][CH2:12][N:11]([CH:14]([CH3:25])[C:15]([O:17]CC3C=CC=CC=3)=[O:16])[CH2:10][CH2:9]2)[CH:5]=[CH:6][CH:7]=1.[H][H], predict the reaction product. (3) Given the reactants [NH:1]1[C:9]2[C:4](=[CH:5][C:6]([C:10]3[N:15]=[N:14][C:13]([N:16]4[CH2:23][CH:22]5[NH:24][CH:18]([CH2:19][CH2:20][CH2:21]5)[CH2:17]4)=[CH:12][CH:11]=3)=[CH:7][CH:8]=2)[CH:3]=[CH:2]1.[C:25](O)(=O)/C=C/C(O)=O.N1C2C(=CC(C3N=NC(N4CC5NC(CCC5)C4)=CC=3)=CC=2)C=C1, predict the reaction product. The product is: [NH:1]1[C:9]2[C:4](=[CH:5][C:6]([C:10]3[N:15]=[N:14][C:13]([N:16]4[CH2:23][CH:22]5[N:24]([CH3:25])[CH:18]([CH2:19][CH2:20][CH2:21]5)[CH2:17]4)=[CH:12][CH:11]=3)=[CH:7][CH:8]=2)[CH:3]=[CH:2]1. (4) Given the reactants [Br:1][C:2]1[CH:15]=[C:14]2[C:5]([O:6][C:7]3[C:8]([F:25])=[CH:9][C:10]([O:23][CH3:24])=[CH:11][C:12]=3[C:13]2([CH2:17][C:18](OCC)=[O:19])O)=[CH:4][CH:3]=1.[N:26]([Si](C)(C)C)=[N+]=[N-].C([O+]([B-](F)(F)F)CC)C.N(C1(CC(OCC)=O)C2C=C(Cl)N=CC=2OC2C1=CC(Br)=CC=2)=[N+]=[N-].[H-].[H-].[H-].[H-].[Li+].[Al+3], predict the reaction product. The product is: [NH2:26][C:13]1([CH2:17][CH2:18][OH:19])[C:12]2[CH:11]=[C:10]([O:23][CH3:24])[CH:9]=[C:8]([F:25])[C:7]=2[O:6][C:5]2[C:14]1=[CH:15][C:2]([Br:1])=[CH:3][CH:4]=2. (5) Given the reactants [S:1]1[CH:5]=[CH:4][C:3]2[CH:6]=[C:7]([C:10]3[CH:19]=[CH:18][C:17]4[C:12](=[CH:13][CH:14]=[C:15]([O:20]C)[CH:16]=4)[C:11]=3[O:22][C:23]3[CH:37]=[CH:36][C:26]([O:27][CH2:28][CH2:29][N:30]4[CH2:35][CH2:34][CH2:33][CH2:32][CH2:31]4)=[CH:25][CH:24]=3)[CH:8]=[CH:9][C:2]1=2.C([S-])C.[Na+], predict the reaction product. The product is: [S:1]1[CH:5]=[CH:4][C:3]2[CH:6]=[C:7]([C:10]3[C:11]([O:22][C:23]4[CH:24]=[CH:25][C:26]([O:27][CH2:28][CH2:29][N:30]5[CH2:31][CH2:32][CH2:33][CH2:34][CH2:35]5)=[CH:36][CH:37]=4)=[C:12]4[C:17](=[CH:18][CH:19]=3)[CH:16]=[C:15]([OH:20])[CH:14]=[CH:13]4)[CH:8]=[CH:9][C:2]1=2. (6) Given the reactants [CH3:1][C:2]([C:6]1[O:10][N:9]=[C:8]([NH:11][C:12]([NH:14][C:15]2[CH:20]=[CH:19][C:18]([C:21]3[N:22]=[C:23]4[N:27]([CH:28]=3)[C:26]3[CH:29]=[CH:30][C:31]([O:33][CH2:34][CH2:35][N:36]5[CH2:41][CH2:40][O:39][CH2:38][CH2:37]5)=[CH:32][C:25]=3[S:24]4)=[CH:17][CH:16]=2)=[O:13])[CH:7]=1)([CH3:5])[CH:3]=[O:4].S(N)(=O)(=O)[OH:43].Cl([O-])=O.[Na+].[OH-].[Na+], predict the reaction product. The product is: [CH3:5][C:2]([C:6]1[O:10][N:9]=[C:8]([NH:11][C:12]([NH:14][C:15]2[CH:16]=[CH:17][C:18]([C:21]3[N:22]=[C:23]4[N:27]([CH:28]=3)[C:26]3[CH:29]=[CH:30][C:31]([O:33][CH2:34][CH2:35][N:36]5[CH2:37][CH2:38][O:39][CH2:40][CH2:41]5)=[CH:32][C:25]=3[S:24]4)=[CH:19][CH:20]=2)=[O:13])[CH:7]=1)([CH3:1])[C:3]([OH:43])=[O:4].